From a dataset of Reaction yield outcomes from USPTO patents with 853,638 reactions. Predict the reaction yield, written as a fraction of the theoretical maximum amount of product (1.0 means a 100% yield; for example, 0.34 means a 34% yield). (1) The product is [CH2:18]([C:25]1[CH:26]=[C:27]([NH:28][C:2]2[N:10]=[CH:9][C:8]([F:11])=[CH:7][C:3]=2[C:4]([OH:6])=[O:5])[CH:29]=[CH:30][CH:31]=1)[C:19]1[CH:20]=[CH:21][CH:22]=[CH:23][CH:24]=1. The catalyst is [Cu]Br.[Cu].CN1CCCC1=O. The reactants are Cl[C:2]1[N:10]=[CH:9][C:8]([F:11])=[CH:7][C:3]=1[C:4]([OH:6])=[O:5].C(=O)([O-])[O-].[K+].[K+].[CH2:18]([C:25]1[CH:26]=[C:27]([CH:29]=[CH:30][CH:31]=1)[NH2:28])[C:19]1[CH:24]=[CH:23][CH:22]=[CH:21][CH:20]=1. The yield is 0.180. (2) The reactants are [CH2:1]([N:8]([CH2:30][C@@H:31]1[CH2:35][O:34]C(C)(C)[O:32]1)[CH2:9][C:10]1[C:14]2[N:15]=[CH:16][N:17]=[C:18]([O:19]C)[C:13]=2[N:12](COCC2C=CC=CC=2)[CH:11]=1)[C:2]1[CH:7]=[CH:6][CH:5]=[CH:4][CH:3]=1.C(Cl)Cl. The catalyst is Cl.CO. The product is [CH2:1]([N:8]([CH2:9][C:10]1[C:14]2[N:15]=[CH:16][N:17]=[C:18]([OH:19])[C:13]=2[NH:12][CH:11]=1)[CH2:30][C@@H:31]([OH:32])[CH2:35][OH:34])[C:2]1[CH:7]=[CH:6][CH:5]=[CH:4][CH:3]=1. The yield is 0.920.